Dataset: Catalyst prediction with 721,799 reactions and 888 catalyst types from USPTO. Task: Predict which catalyst facilitates the given reaction. (1) Reactant: O1[C:5]2([CH2:15][CH2:14][C:8]3([CH2:12][C:11](=[O:13])[NH:10][CH2:9]3)[CH2:7][CH2:6]2)[O:4]CC1. Product: [CH2:9]1[C:8]2([CH2:7][CH2:6][C:5](=[O:4])[CH2:15][CH2:14]2)[CH2:12][C:11](=[O:13])[NH:10]1. The catalyst class is: 33. (2) Reactant: [CH2:1]([C@H:8]([NH:31][C:32](=[O:38])[O:33][C:34](C)([CH3:36])[CH3:35])[C@@H:9]([OH:30])[CH:10]([NH:18][S:19]([C:22]1[CH:27]=[CH:26][C:25]([O:28][CH3:29])=[CH:24][CH:23]=1)(=[O:21])=[O:20])[O:11][CH:12]1[CH2:17][CH2:16][CH2:15][CH2:14][CH2:13]1)[C:2]1[CH:7]=[CH:6][CH:5]=[CH:4][CH:3]=1.[C:39](=O)(O[C@H]1CCOC1)[O:40]N1C(=O)CCC1=O.C(O)(=O)C. Product: [CH2:1]([C@H:8]([NH:31][C:32](=[O:38])[O:33][C@H:34]1[CH2:36][CH2:39][O:40][CH2:35]1)[C@@H:9]([OH:30])[CH:10]([NH:18][S:19]([C:22]1[CH:27]=[CH:26][C:25]([O:28][CH3:29])=[CH:24][CH:23]=1)(=[O:21])=[O:20])[O:11][CH:12]1[CH2:17][CH2:16][CH2:15][CH2:14][CH2:13]1)[C:2]1[CH:7]=[CH:6][CH:5]=[CH:4][CH:3]=1. The catalyst class is: 157. (3) Reactant: C1(P(C2CCCCC2)C2CCCCC2)CCCCC1.[CH3:35][C:30]1([CH3:36])[C:31]([CH3:34])([CH3:33])[O:32][B:28]([B:28]2[O:32][C:31]([CH3:34])([CH3:33])[C:30]([CH3:36])([CH3:35])[O:29]2)[O:29]1.Cl[C:39]1[CH:46]=[C:45]([O:47][CH3:48])[CH:44]=[CH:43][C:40]=1[C:41]#[N:42]. Product: [CH3:48][O:47][C:45]1[CH:46]=[CH:39][C:40]([C:41]#[N:42])=[C:43]([B:28]2[O:29][C:30]([CH3:35])([CH3:36])[C:31]([CH3:33])([CH3:34])[O:32]2)[CH:44]=1. The catalyst class is: 62. (4) Product: [Br:4][C:5]1[C:6]([C:14]2[CH:19]=[CH:18][C:17]([F:20])=[CH:16][CH:15]=2)=[N:7][C:8]([O:13][CH2:2][CH3:3])=[C:9]([CH:12]=1)[C:10]#[N:11]. Reactant: I[CH2:2][CH3:3].[Br:4][C:5]1[C:6]([C:14]2[CH:19]=[CH:18][C:17]([F:20])=[CH:16][CH:15]=2)=[N:7][C:8]([OH:13])=[C:9]([CH:12]=1)[C:10]#[N:11].C(=O)([O-])[O-].[K+].[K+].CN(C=O)C. The catalyst class is: 84. (5) Reactant: [Br:1][C:2]1[CH:3]=[C:4]2[C:9](=[CH:10][CH:11]=1)[NH:8][C:7](=[O:12])[CH:6]=[CH:5]2.C[Si]([N-][Si](C)(C)C)(C)C.[Na+].[C:23]([NH:30][CH2:31][CH2:32][CH2:33][CH2:34]Br)([O:25][C:26]([CH3:29])([CH3:28])[CH3:27])=[O:24]. Product: [Br:1][C:2]1[CH:3]=[C:4]2[C:9](=[CH:10][CH:11]=1)[N:8]([CH2:34][CH2:33][CH2:32][CH2:31][NH:30][C:23](=[O:24])[O:25][C:26]([CH3:29])([CH3:28])[CH3:27])[C:7](=[O:12])[CH:6]=[CH:5]2. The catalyst class is: 7. (6) Reactant: [F:1][C:2]1[CH:7]=[CH:6][CH:5]=[CH:4][C:3]=1[N:8]1[C:16]2[C:11](=[C:12]([N:17]3[CH2:21][CH2:20][NH:19][C:18]3=[O:22])[CH:13]=[CH:14][CH:15]=2)[CH:10]=[N:9]1.[H-].[Na+].Cl.Cl[CH2:27][C:28]1[S:29][CH:30]=[C:31]([CH3:33])[N:32]=1. Product: [F:1][C:2]1[CH:7]=[CH:6][CH:5]=[CH:4][C:3]=1[N:8]1[C:16]2[C:11](=[C:12]([N:17]3[CH2:21][CH2:20][N:19]([CH2:27][C:28]4[S:29][CH:30]=[C:31]([CH3:33])[N:32]=4)[C:18]3=[O:22])[CH:13]=[CH:14][CH:15]=2)[CH:10]=[N:9]1. The catalyst class is: 9.